This data is from NCI-60 drug combinations with 297,098 pairs across 59 cell lines. The task is: Regression. Given two drug SMILES strings and cell line genomic features, predict the synergy score measuring deviation from expected non-interaction effect. (1) Drug 1: CCCCCOC(=O)NC1=NC(=O)N(C=C1F)C2C(C(C(O2)C)O)O. Drug 2: C1CNP(=O)(OC1)N(CCCl)CCCl. Cell line: OVCAR-4. Synergy scores: CSS=-6.80, Synergy_ZIP=3.51, Synergy_Bliss=-0.764, Synergy_Loewe=-6.20, Synergy_HSA=-6.98. (2) Drug 1: CC12CCC(CC1=CCC3C2CCC4(C3CC=C4C5=CN=CC=C5)C)O. Drug 2: C1=NC2=C(N=C(N=C2N1C3C(C(C(O3)CO)O)F)Cl)N. Cell line: NCIH23. Synergy scores: CSS=19.6, Synergy_ZIP=-5.24, Synergy_Bliss=-10.9, Synergy_Loewe=-25.3, Synergy_HSA=-11.3.